From a dataset of Forward reaction prediction with 1.9M reactions from USPTO patents (1976-2016). Predict the product of the given reaction. (1) The product is: [Cl:1][C:2]1[CH:7]=[C:6]([O:8][C:9]2[C:18]3[C:13](=[CH:14][C:15]([O:21][CH2:36][CH2:37][CH2:38][OH:39])=[C:16]([O:19][CH3:20])[CH:17]=3)[N:12]=[CH:11][CH:10]=2)[CH:5]=[CH:4][C:3]=1[NH:22][C:23]([NH:25][CH2:26][CH2:27][CH3:28])=[O:24]. Given the reactants [Cl:1][C:2]1[CH:7]=[C:6]([O:8][C:9]2[C:18]3[C:13](=[CH:14][C:15]([OH:21])=[C:16]([O:19][CH3:20])[CH:17]=3)[N:12]=[CH:11][CH:10]=2)[CH:5]=[CH:4][C:3]=1[NH:22][C:23]([NH:25][CH2:26][CH2:27][CH3:28])=[O:24].C(=O)([O-])[O-].[K+].[K+].Br[CH2:36][CH2:37][CH2:38][OH:39].O, predict the reaction product. (2) Given the reactants [Cl:1][C:2]1[CH:7]=[CH:6][C:5]([CH:8]([CH3:12])[C:9]([OH:11])=O)=[CH:4][CH:3]=1.[NH2:13][CH2:14][CH2:15][CH2:16][N:17]1[CH2:22][CH2:21][CH:20]([C:23]2[CH:24]=[C:25]([NH:29][C:30]([CH:32]3[CH2:34][CH2:33]3)=[O:31])[CH:26]=[CH:27][CH:28]=2)[CH2:19][CH2:18]1, predict the reaction product. The product is: [Cl:1][C:2]1[CH:3]=[CH:4][C:5]([CH:8]([CH3:12])[C:9]([NH:13][CH2:14][CH2:15][CH2:16][N:17]2[CH2:22][CH2:21][CH:20]([C:23]3[CH:24]=[C:25]([NH:29][C:30]([CH:32]4[CH2:34][CH2:33]4)=[O:31])[CH:26]=[CH:27][CH:28]=3)[CH2:19][CH2:18]2)=[O:11])=[CH:6][CH:7]=1. (3) Given the reactants [NH2:1][C:2]([NH2:4])=[S:3].Br[CH2:6][C:7](=O)[C:8]([F:14])([F:13])[C:9]([F:12])([F:11])[F:10].C(C1N=C(NC(NC2C=CC(OC)=CC=2C)=O)SC=1)C, predict the reaction product. The product is: [F:13][C:8]([F:14])([C:7]1[N:1]=[C:2]([NH2:4])[S:3][CH:6]=1)[C:9]([F:12])([F:11])[F:10]. (4) Given the reactants [C:1]([O:4][C@@H:5]1[CH2:21][C@H:20]2[C@@:8]([CH3:31])([C@@H:9]3[C@@H:17]([C@@H:18]([OH:23])[C@@H:19]2[OH:22])[C@H:16]2[C@@:12]([CH3:30])([C@:13]([OH:29])([C:24]4[S:25][CH:26]=[CH:27][CH:28]=4)[CH2:14][CH2:15]2)[CH2:11][CH2:10]3)[CH2:7][CH2:6]1)(=[O:3])[CH3:2].C1COCC1.O.[BH4-].[Na+], predict the reaction product. The product is: [C:1]([O:4][C@H:5]1[CH2:6][CH2:7][C@@:8]([C@H:9]2[CH2:10][CH2:11][C@@:12]3([CH3:30])[C@@H:16]([CH2:15][CH2:14][C@@:13]3([OH:29])[C:24]3[S:25][CH:26]=[CH:27][CH:28]=3)[C@@H:17]2[CH2:18][OH:23])([CH3:31])[C@@H:20]([CH2:19][OH:22])[CH2:21]1)(=[O:3])[CH3:2]. (5) Given the reactants Cl[C:2]([O:4][CH2:5][C:6]1[CH:11]=[CH:10][CH:9]=[CH:8][CH:7]=1)=[O:3].[NH2:12][CH2:13][C:14]1([C:27]2[NH:31][C:30]3[CH:32]=[CH:33][CH:34]=[C:35]([C:36]4[CH:41]=[CH:40][CH:39]=[CH:38][CH:37]=4)[C:29]=3[N:28]=2)[CH2:19][CH2:18][N:17]([C:20]([O:22][C:23]([CH3:26])([CH3:25])[CH3:24])=[O:21])[CH2:16][CH2:15]1.C(N(CC)C(C)C)(C)C, predict the reaction product. The product is: [CH2:5]([O:4][C:2]([NH:12][CH2:13][C:14]1([C:27]2[NH:31][C:30]3[CH:32]=[CH:33][CH:34]=[C:35]([C:36]4[CH:41]=[CH:40][CH:39]=[CH:38][CH:37]=4)[C:29]=3[N:28]=2)[CH2:15][CH2:16][N:17]([C:20]([O:22][C:23]([CH3:25])([CH3:26])[CH3:24])=[O:21])[CH2:18][CH2:19]1)=[O:3])[C:6]1[CH:11]=[CH:10][CH:9]=[CH:8][CH:7]=1. (6) Given the reactants [O:1]([C:8]([NH:10][C@H:11]([C:19]([OH:21])=[O:20])[CH2:12][C:13]1[CH:18]=[CH:17][CH:16]=[CH:15][CH:14]=1)=[O:9])C1C=CC=CC=1.[C:22]([OH:25])(=[O:24])C, predict the reaction product. The product is: [C:22]([NH:10][C@H:11]([C:19]([O:21][C:19](=[O:20])[C@H:11]([CH2:12][C:13]1[CH:14]=[CH:15][CH:16]=[CH:17][CH:18]=1)[NH:10][C:8]([OH:1])=[O:9])=[O:20])[CH2:12][C:13]1[CH:14]=[CH:15][CH:16]=[CH:17][CH:18]=1)([OH:25])=[O:24].